From a dataset of Full USPTO retrosynthesis dataset with 1.9M reactions from patents (1976-2016). Predict the reactants needed to synthesize the given product. (1) Given the product [CH3:17][NH:16][C@H:8]([C:5]1[CH:6]=[CH:7][C:2]([C:26]2[CH:27]=[CH:28][C:23]([C:21]([O:20][CH2:18][CH3:19])=[O:22])=[CH:24][CH:25]=2)=[CH:3][CH:4]=1)[CH2:9][N:10]1[CH2:15][CH2:14][O:13][CH2:12][CH2:11]1, predict the reactants needed to synthesize it. The reactants are: Br[C:2]1[CH:7]=[CH:6][C:5]([C@@H:8]([NH:16][CH3:17])[CH2:9][N:10]2[CH2:15][CH2:14][O:13][CH2:12][CH2:11]2)=[CH:4][CH:3]=1.[CH2:18]([O:20][C:21]([C:23]1[CH:28]=[CH:27][C:26](B(O)O)=[CH:25][CH:24]=1)=[O:22])[CH3:19].C([O-])([O-])=O.[K+].[K+].C(Cl)Cl. (2) Given the product [F:18][C:19]1[CH:24]=[CH:23][C:22]([C:25]([F:28])([F:27])[F:26])=[CH:21][C:20]=1[NH:29][C:30]([NH:17][C:14]1[CH:15]=[CH:16][C:11]([C:10]2[CH:9]=[N:8][CH:7]=[C:6]3[N:2]([CH3:1])[N:3]=[CH:4][C:5]=23)=[CH:12][CH:13]=1)=[O:31], predict the reactants needed to synthesize it. The reactants are: [CH3:1][N:2]1[C:6]2=[CH:7][N:8]=[CH:9][C:10]([C:11]3[CH:16]=[CH:15][C:14]([NH2:17])=[CH:13][CH:12]=3)=[C:5]2[CH:4]=[N:3]1.[F:18][C:19]1[CH:24]=[CH:23][C:22]([C:25]([F:28])([F:27])[F:26])=[CH:21][C:20]=1[N:29]=[C:30]=[O:31].